Dataset: Forward reaction prediction with 1.9M reactions from USPTO patents (1976-2016). Task: Predict the product of the given reaction. (1) Given the reactants [CH3:1][C:2]1[C:3]([C:8]([OH:10])=O)=[N:4][CH:5]=[CH:6][N:7]=1.CN(C)C=O.ON1C2C=CC=CC=2N=N1.Cl.CN(C)CCCN=C=NCC.C(N(CC)C(C)C)(C)C.[CH2:47]([NH:49][C:50]([NH:52][C:53]1[CH:58]=[CH:57][C:56]([C:59]2[N:60]=[C:61]([N:69]3[CH2:74][CH2:73][O:72][CH2:71][CH2:70]3)[C:62]3[CH2:68][CH2:67][NH:66][CH2:65][C:63]=3[N:64]=2)=[CH:55][CH:54]=1)=[O:51])[CH3:48], predict the reaction product. The product is: [CH2:47]([NH:49][C:50]([NH:52][C:53]1[CH:54]=[CH:55][C:56]([C:59]2[N:60]=[C:61]([N:69]3[CH2:70][CH2:71][O:72][CH2:73][CH2:74]3)[C:62]3[CH2:68][CH2:67][N:66]([C:8]([C:3]4[C:2]([CH3:1])=[N:7][CH:6]=[CH:5][N:4]=4)=[O:10])[CH2:65][C:63]=3[N:64]=2)=[CH:57][CH:58]=1)=[O:51])[CH3:48]. (2) Given the reactants [NH2:1][C@H:2]1[CH2:6][N:5]([C:7]([O:9][C:10]([CH3:13])([CH3:12])[CH3:11])=[O:8])[C@@H:4]([CH3:14])[CH2:3]1.CCN(C(C)C)C(C)C.[CH3:24][O:25][C:26]1[CH:31]=[CH:30][C:29]([O:32][CH3:33])=[CH:28][C:27]=1[S:34](Cl)(=[O:36])=[O:35], predict the reaction product. The product is: [CH3:24][O:25][C:26]1[CH:31]=[CH:30][C:29]([O:32][CH3:33])=[CH:28][C:27]=1[S:34]([NH:1][C@H:2]1[CH2:6][N:5]([C:7]([O:9][C:10]([CH3:13])([CH3:12])[CH3:11])=[O:8])[C@@H:4]([CH3:14])[CH2:3]1)(=[O:35])=[O:36]. (3) Given the reactants [CH3:1][C:2]1([CH3:33])[O:6][C@H:5]2[C@H:7]([NH:12][C:13]3[N:18]4[N:19]=[C:20]([C:22]5[CH:27]=[CH:26][CH:25]=[C:24]([S:28][C:29]([F:32])([F:31])[F:30])[CH:23]=5)[CH:21]=[C:17]4[N:16]=[CH:15][CH:14]=3)[CH2:8][C@H:9]([CH2:10][OH:11])[C@H:4]2[O:3]1.C1(C)C=CC(S([O-])(=O)=O)=CC=1.[NH+]1C=CC=CC=1.[N+]12([S:59]([N-:62][C:63]([O:65][C:66]([CH3:69])([CH3:68])[CH3:67])=[O:64])(=[O:61])=[O:60])CCN(CC1)CC2.N12CCN(CC1)CC2.Cl, predict the reaction product. The product is: [C:66]([O:65][C:63](=[O:64])[NH:62][S:59]([O:11][CH2:10][C@@H:9]1[C@@H:4]2[C@@H:5]([O:6][C:2]([CH3:33])([CH3:1])[O:3]2)[CH:7]([NH:12][C:13]2[N:18]3[N:19]=[C:20]([C:22]4[CH:27]=[CH:26][CH:25]=[C:24]([S:28][C:29]([F:32])([F:30])[F:31])[CH:23]=4)[CH:21]=[C:17]3[N:16]=[CH:15][CH:14]=2)[CH2:8]1)(=[O:61])=[O:60])([CH3:69])([CH3:67])[CH3:68]. (4) The product is: [F:25][C:26]1[CH:33]=[CH:32][C:29]([CH2:30][NH:31][C:3]([C:5]2[C:10]([O:11][CH2:12][C:13]3[CH:14]=[CH:15][CH:16]=[CH:17][CH:18]=3)=[C:9]([O:19][CH3:20])[CH:8]=[C:7]([S:21][CH3:22])[N:6]=2)=[O:4])=[CH:28][CH:27]=1. Given the reactants CO[C:3]([C:5]1[C:10]([O:11][CH2:12][C:13]2[CH:18]=[CH:17][CH:16]=[CH:15][CH:14]=2)=[C:9]([O:19][CH3:20])[CH:8]=[C:7]([S:21][CH3:22])[N:6]=1)=[O:4].[OH-].[Na+].[F:25][C:26]1[CH:33]=[CH:32][C:29]([CH2:30][NH2:31])=[CH:28][CH:27]=1.CN(C(ON1N=NC2C=CC=NC1=2)=[N+](C)C)C.F[P-](F)(F)(F)(F)F, predict the reaction product. (5) Given the reactants C([O-])([O-])=O.[Cs+].[Cs+].[F:7][C:8]([F:17])([F:16])[C:9]1[CH:10]=[C:11]([SH:15])[CH:12]=[CH:13][CH:14]=1.CS(O[CH:23]1[CH2:28][CH2:27][O:26][CH:25]([C:29]2[CH:30]=[N:31][C:32]([Br:35])=[CH:33][CH:34]=2)[CH2:24]1)(=O)=O, predict the reaction product. The product is: [Br:35][C:32]1[CH:33]=[CH:34][C:29]([CH:25]2[CH2:24][CH:23]([S:15][C:11]3[CH:12]=[CH:13][CH:14]=[C:9]([C:8]([F:7])([F:16])[F:17])[CH:10]=3)[CH2:28][CH2:27][O:26]2)=[CH:30][N:31]=1.